Dataset: Reaction yield outcomes from USPTO patents with 853,638 reactions. Task: Predict the reaction yield, written as a fraction of the theoretical maximum amount of product (1.0 means a 100% yield; for example, 0.34 means a 34% yield). (1) The reactants are [H-].[Na+].[CH2:3]([OH:10])[C:4]1[CH:9]=[CH:8][CH:7]=[CH:6][CH:5]=1.Br[C:12]1[CH:17]=[C:16]([CH3:18])[CH:15]=[CH:14][N:13]=1.O. The catalyst is CCCCCC.O1CCCC1. The product is [C:4]1([CH2:3][O:10][C:12]2[CH:17]=[C:16]([CH3:18])[CH:15]=[CH:14][N:13]=2)[CH:9]=[CH:8][CH:7]=[CH:6][CH:5]=1. The yield is 0.670. (2) The reactants are [CH2:1]([O:3][C:4]1[CH:9]=[CH:8][C:7]([O:10][CH3:11])=[CH:6][C:5]=1[C:12]1(O)[C:20]2[C:15](=[CH:16][CH:17]=[C:18]([C:21]#[N:22])[CH:19]=2)[NH:14][C:13]1=[O:23])[CH3:2].N1C=CC=CC=1.O=S(Cl)[Cl:33].O. The catalyst is C(Cl)Cl. The product is [Cl:33][C:12]1([C:5]2[CH:6]=[C:7]([O:10][CH3:11])[CH:8]=[CH:9][C:4]=2[O:3][CH2:1][CH3:2])[C:20]2[C:15](=[CH:16][CH:17]=[C:18]([C:21]#[N:22])[CH:19]=2)[NH:14][C:13]1=[O:23]. The yield is 0.860. (3) The reactants are N[C:2]1[CH:3]=[C:4]([Cl:21])[C:5]([N:8]([CH2:10][C:11]2[CH:12]=[C:13]([CH:18]=[CH:19][CH:20]=2)[C:14]([O:16][CH3:17])=[O:15])[CH3:9])=[N:6][CH:7]=1.C(ON=O)CC(C)C.[IH:30]. The catalyst is ICI. The product is [Cl:21][C:4]1[C:5]([N:8]([CH2:10][C:11]2[CH:12]=[C:13]([CH:18]=[CH:19][CH:20]=2)[C:14]([O:16][CH3:17])=[O:15])[CH3:9])=[N:6][CH:7]=[C:2]([I:30])[CH:3]=1. The yield is 0.440. (4) The reactants are [CH3:1][C:2]1[C:10]([S:11]([NH:14][CH3:15])(=[O:13])=[O:12])=[CH:9][CH:8]=[C:7]2[C:3]=1[CH2:4][C:5](=[O:16])[NH:6]2.[CH2:17]([O:19][C:20](=[O:33])[CH2:21][NH:22][C:23]([C:25]1[C:29]([CH3:30])=[C:28]([CH:31]=O)[NH:27][CH:26]=1)=[O:24])[CH3:18].N1CCCCC1. The catalyst is C(O)C. The product is [CH2:17]([O:19][C:20](=[O:33])[CH2:21][NH:22][C:23]([C:25]1[C:29]([CH3:30])=[C:28]([CH:31]=[C:4]2[C:3]3[C:7](=[CH:8][CH:9]=[C:10]([S:11](=[O:12])(=[O:13])[NH:14][CH3:15])[C:2]=3[CH3:1])[NH:6][C:5]2=[O:16])[NH:27][CH:26]=1)=[O:24])[CH3:18]. The yield is 0.520. (5) The reactants are [CH2:1]([O:11][C:12]1[CH:13]=[C:14]([CH:19]=[C:20]([O:22][CH2:23][CH2:24][CH2:25][CH2:26][CH2:27][CH2:28][CH2:29][CH2:30][CH2:31][CH3:32])[CH:21]=1)[CH2:15][N:16]=[N+]=[N-])[CH2:2][CH2:3][CH2:4][CH2:5][CH2:6][CH2:7][CH2:8][CH2:9][CH3:10].ClCCl.[N-]=[N+]=[N-]. The catalyst is [Pd].CCOCC.CO. The product is [CH2:23]([O:22][C:20]1[CH:19]=[C:14]([CH:13]=[C:12]([O:11][CH2:1][CH2:2][CH2:3][CH2:4][CH2:5][CH2:6][CH2:7][CH2:8][CH2:9][CH3:10])[CH:21]=1)[CH2:15][NH2:16])[CH2:24][CH2:25][CH2:26][CH2:27][CH2:28][CH2:29][CH2:30][CH2:31][CH3:32]. The yield is 0.979. (6) The reactants are [CH3:1][O:2][C:3](=[O:17])[C@:4]([NH2:16])([C:9]([O:11][C:12]([CH3:15])([CH3:14])[CH3:13])=[O:10])[CH2:5][C:6]([OH:8])=[O:7].C(N(CC)CC)C.[CH:25](O)([CH3:27])[CH3:26].C(Cl)CCl.C1C=CC2N(O)N=NC=2C=1. The catalyst is C(Cl)Cl. The product is [CH3:1][O:2][C:3](=[O:17])[C@:4]([NH2:16])([C:9]([O:11][C:12]([CH3:13])([CH3:14])[CH3:15])=[O:10])[CH2:5][C:6]([O:8][CH:25]([CH3:27])[CH3:26])=[O:7]. The yield is 0.870.